From a dataset of Peptide-MHC class I binding affinity with 185,985 pairs from IEDB/IMGT. Regression. Given a peptide amino acid sequence and an MHC pseudo amino acid sequence, predict their binding affinity value. This is MHC class I binding data. (1) The peptide sequence is VLKLRFWLI. The MHC is HLA-A11:01 with pseudo-sequence HLA-A11:01. The binding affinity (normalized) is 0.0847. (2) The peptide sequence is GIKNLKSLL. The MHC is HLA-A02:06 with pseudo-sequence HLA-A02:06. The binding affinity (normalized) is 0.